From a dataset of Full USPTO retrosynthesis dataset with 1.9M reactions from patents (1976-2016). Predict the reactants needed to synthesize the given product. (1) Given the product [F:18][C:9]1[C:10]([O:12][CH2:13][C:14]([F:17])([F:16])[F:15])=[N:11][C:2]([O:20][CH3:19])=[C:3]([CH:8]=1)[C:4]([O:6][CH3:7])=[O:5], predict the reactants needed to synthesize it. The reactants are: Cl[C:2]1[N:11]=[C:10]([O:12][CH2:13][C:14]([F:17])([F:16])[F:15])[C:9]([F:18])=[CH:8][C:3]=1[C:4]([O:6][CH3:7])=[O:5].[CH3:19][O-:20].[Na+].O. (2) Given the product [Cl:24][C:10]1[N:9]=[C:8]([C:5]2[CH:6]=[CH:7][C:2]([F:1])=[CH:3][CH:4]=2)[C:13]([C:14]([O:16][CH3:17])=[O:15])=[C:12]([CH:18]([CH3:20])[CH3:19])[N:11]=1, predict the reactants needed to synthesize it. The reactants are: [F:1][C:2]1[CH:7]=[CH:6][C:5]([C:8]2[C:13]([C:14]([O:16][CH3:17])=[O:15])=[C:12]([CH:18]([CH3:20])[CH3:19])[N:11]=[C:10](O)[N:9]=2)=[CH:4][CH:3]=1.S(Cl)([Cl:24])=O.C1(C)C=CC=CC=1.C(=O)([O-])O.[Na+]. (3) Given the product [NH2:1][C:2]1[C:3]([CH2:4][OH:5])=[CH:7][CH:8]=[CH:9][N:10]=1, predict the reactants needed to synthesize it. The reactants are: [NH2:1][C:2]1[N:10]=[CH:9][CH:8]=[CH:7][C:3]=1[C:4](O)=[O:5].[H-].[Al+3].[Li+].[H-].[H-].[H-]. (4) The reactants are: [CH3:1][C:2]1[CH:7]=[CH:6][N:5]=[CH:4][C:3]=1[N:8]1[CH2:12][CH2:11][NH:10][C:9]1=[O:13].Br[C:15]1[CH:31]=[CH:30][C:18]2[N:19]([CH2:22][O:23][CH2:24][CH2:25][Si:26]([CH3:29])([CH3:28])[CH3:27])[CH:20]=[N:21][C:17]=2[CH:16]=1.N[C@@H]1CCCC[C@H]1N.P([O-])([O-])([O-])=O.[K+].[K+].[K+]. Given the product [CH3:1][C:2]1[CH:7]=[CH:6][N:5]=[CH:4][C:3]=1[N:8]1[CH2:12][CH2:11][N:10]([C:15]2[CH:31]=[CH:30][C:18]3[N:19]([CH2:22][O:23][CH2:24][CH2:25][Si:26]([CH3:27])([CH3:29])[CH3:28])[CH:20]=[N:21][C:17]=3[CH:16]=2)[C:9]1=[O:13], predict the reactants needed to synthesize it.